Dataset: NCI-60 drug combinations with 297,098 pairs across 59 cell lines. Task: Regression. Given two drug SMILES strings and cell line genomic features, predict the synergy score measuring deviation from expected non-interaction effect. (1) Drug 1: COC1=CC(=CC(=C1O)OC)C2C3C(COC3=O)C(C4=CC5=C(C=C24)OCO5)OC6C(C(C7C(O6)COC(O7)C8=CC=CS8)O)O. Drug 2: C1=NC2=C(N1)C(=S)N=C(N2)N. Cell line: OVCAR-4. Synergy scores: CSS=33.9, Synergy_ZIP=-9.73, Synergy_Bliss=-4.74, Synergy_Loewe=-3.01, Synergy_HSA=-1.93. (2) Drug 1: C1=CC(=CC=C1CCCC(=O)O)N(CCCl)CCCl. Synergy scores: CSS=5.95, Synergy_ZIP=-2.02, Synergy_Bliss=-0.197, Synergy_Loewe=-4.93, Synergy_HSA=-1.36. Cell line: BT-549. Drug 2: CN(CC1=CN=C2C(=N1)C(=NC(=N2)N)N)C3=CC=C(C=C3)C(=O)NC(CCC(=O)O)C(=O)O. (3) Drug 1: C1C(C(OC1N2C=C(C(=O)NC2=O)F)CO)O. Drug 2: CCC1(CC2CC(C3=C(CCN(C2)C1)C4=CC=CC=C4N3)(C5=C(C=C6C(=C5)C78CCN9C7C(C=CC9)(C(C(C8N6C)(C(=O)OC)O)OC(=O)C)CC)OC)C(=O)OC)O.OS(=O)(=O)O. Cell line: IGROV1. Synergy scores: CSS=0.136, Synergy_ZIP=-0.888, Synergy_Bliss=-0.756, Synergy_Loewe=-4.31, Synergy_HSA=-2.74.